Dataset: Peptide-MHC class II binding affinity with 134,281 pairs from IEDB. Task: Regression. Given a peptide amino acid sequence and an MHC pseudo amino acid sequence, predict their binding affinity value. This is MHC class II binding data. (1) The peptide sequence is SRMSMAMGTMAGCGY. The MHC is DRB3_0301 with pseudo-sequence DRB3_0301. The binding affinity (normalized) is 0.576. (2) The peptide sequence is SWEYWGAQLNAMKPD. The MHC is HLA-DPA10201-DPB10101 with pseudo-sequence HLA-DPA10201-DPB10101. The binding affinity (normalized) is 0.641. (3) The peptide sequence is ADYLRMWIQAATVMS. The MHC is DRB1_0404 with pseudo-sequence DRB1_0404. The binding affinity (normalized) is 0.165. (4) The peptide sequence is PVGEIYKRWIIMGLN. The MHC is DRB5_0101 with pseudo-sequence DRB5_0101. The binding affinity (normalized) is 0.233. (5) The peptide sequence is RQGIFQTVGSGLDHI. The MHC is DRB1_0301 with pseudo-sequence DRB1_0301. The binding affinity (normalized) is 0.163. (6) The peptide sequence is SDTSYVSLKAPLTKPLK. The MHC is DRB1_0301 with pseudo-sequence DRB1_0301. The binding affinity (normalized) is 0. (7) The peptide sequence is LQSLGADIASEQAVL. The MHC is HLA-DQA10501-DQB10301 with pseudo-sequence HLA-DQA10501-DQB10301. The binding affinity (normalized) is 0.439.